From a dataset of Full USPTO retrosynthesis dataset with 1.9M reactions from patents (1976-2016). Predict the reactants needed to synthesize the given product. (1) Given the product [P:3]([O-:7])([O-:6])([O-:5])=[O:4].[Ca+2:12].[P:3]([O-:7])([O-:6])([O-:5])=[O:4].[Ca+2:12].[Ca+2:12], predict the reactants needed to synthesize it. The reactants are: [Cl-].[Na+].[P:3]([O-:7])([O-:6])([O-:5])=[O:4].[Na+].[Na+].[Na+].[Cl-].[Ca+2:12].[Cl-]. (2) Given the product [Br:1][C:2]1[CH:10]=[C:9]2[C:5]([CH:6]=[N:7][N:8]2[CH2:20][C:21]([CH3:23])([OH:24])[CH3:22])=[CH:4][C:3]=1[O:11][C:12]1[CH:17]=[CH:16][C:15]([F:18])=[CH:14][C:13]=1[F:19], predict the reactants needed to synthesize it. The reactants are: [Br:1][C:2]1[CH:10]=[C:9]2[C:5]([CH:6]=[N:7][NH:8]2)=[CH:4][C:3]=1[O:11][C:12]1[CH:17]=[CH:16][C:15]([F:18])=[CH:14][C:13]=1[F:19].[CH3:20][C:21]1([O:24][CH2:23]1)[CH3:22].C(=O)([O-])[O-].[K+].[K+]. (3) The reactants are: C([O:3][C:4]([C:6]1[C:7]2[N:15]([CH2:16][CH2:17][Cl:18])[CH:14]=[N:13][C:8]=2[C:9]([NH2:12])=[N:10][CH:11]=1)=[O:5])C.[OH-].[Na+].C1COCC1.CO. Given the product [NH2:12][C:9]1[C:8]2[N:13]=[CH:14][N:15]([CH2:16][CH2:17][Cl:18])[C:7]=2[C:6]([C:4]([OH:5])=[O:3])=[CH:11][N:10]=1, predict the reactants needed to synthesize it. (4) Given the product [C:1]([O:4][CH:5]([O:23][C:21]([C@H:19]1[CH2:20][C@@H:18]1[C:16]([C:11]1[CH:12]=[CH:13][C:14]([Cl:15])=[C:9]([Cl:8])[CH:10]=1)=[O:17])=[O:22])[CH3:6])(=[O:3])[CH3:2], predict the reactants needed to synthesize it. The reactants are: [C:1]([O:4][CH:5](Cl)[CH3:6])(=[O:3])[CH3:2].[Cl:8][C:9]1[CH:10]=[C:11]([C:16]([C@H:18]2[CH2:20][C@@H:19]2[C:21]([O-:23])=[O:22])=[O:17])[CH:12]=[CH:13][C:14]=1[Cl:15].[Na+].O. (5) Given the product [Cl:12][C:13]1[CH:18]=[C:17]([S:19]([C:22]([F:25])([F:24])[F:23])(=[O:21])=[O:20])[CH:16]=[CH:15][C:14]=1[NH:26][C:27]([C:7]1[CH:8]=[CH:9][C:10]2[CH2:1][CH2:2][CH2:3][CH2:4][C:5]=2[C:6]=1[OH:11])=[O:28], predict the reactants needed to synthesize it. The reactants are: [CH2:1]1[C:10]2[CH:9]=[CH:8][CH:7]=[C:6]([OH:11])[C:5]=2[CH2:4][CH2:3][CH2:2]1.[Cl:12][C:13]1[CH:18]=[C:17]([S:19]([C:22]([F:25])([F:24])[F:23])(=[O:21])=[O:20])[CH:16]=[CH:15][C:14]=1[N:26]=[C:27]=[O:28].